Dataset: Forward reaction prediction with 1.9M reactions from USPTO patents (1976-2016). Task: Predict the product of the given reaction. (1) The product is: [Cl:12][CH2:2][C:3]1[C:4]([CH3:9])=[N:5][CH:6]=[CH:7][CH:8]=1. Given the reactants O[CH2:2][C:3]1[C:4]([CH3:9])=[N:5][CH:6]=[CH:7][CH:8]=1.S(Cl)([Cl:12])=O, predict the reaction product. (2) The product is: [CH2:20]([C@@:24]1([CH2:47][CH3:48])[NH:30][C@H:29]([C:31]2[CH:36]=[CH:35][CH:34]=[CH:33][CH:32]=2)[C:28]2[CH:37]=[C:38]([O:43][CH3:44])[C:39](/[CH:41]=[CH:1]/[P:10](=[O:17])([O:11][CH2:12][CH3:13])[O:14][CH2:15][CH3:16])=[CH:40][C:27]=2[S:26](=[O:45])(=[O:46])[CH2:25]1)[CH2:21][CH2:22][CH3:23]. Given the reactants [CH2:1]([P:10](=[O:17])([O:14][CH2:15][CH3:16])[O:11][CH2:12][CH3:13])P(=O)(OCC)OCC.[H-].[Na+].[CH2:20]([C@@:24]1([CH2:47][CH3:48])[NH:30][C@H:29]([C:31]2[CH:36]=[CH:35][CH:34]=[CH:33][CH:32]=2)[C:28]2[CH:37]=[C:38]([O:43][CH3:44])[C:39]([CH:41]=O)=[CH:40][C:27]=2[S:26](=[O:46])(=[O:45])[CH2:25]1)[CH2:21][CH2:22][CH3:23], predict the reaction product. (3) Given the reactants Br[C:2]1[CH:3]=[CH:4][C:5]([N:8]2[CH2:13][CH2:12][CH:11]([O:14][C:15]3[CH:20]=[CH:19][N:18]([C:21]4[CH:26]=[CH:25][C:24]([S:27]([CH3:30])(=[O:29])=[O:28])=[CH:23][CH:22]=4)[C:17](=[O:31])[CH:16]=3)[CH2:10][CH2:9]2)=[N:6][CH:7]=1.BrC1C=NC(N2CCC(OC3C=CN([C:52]4[CH:57]=[CH:56][C:55](S(C)(=O)=O)=[CH:54][CH:53]=4)C(=O)C=3)CC2)=NC=1.C1(B(O)O)CC1, predict the reaction product. The product is: [CH3:30][S:27]([C:24]1[CH:25]=[CH:26][C:21]([N:18]2[CH:19]=[CH:20][C:15]([O:14][CH:11]3[CH2:12][CH2:13][N:8]([C:5]4[CH:4]=[CH:3][C:2]([C:52]5[CH:57]=[CH:56][CH:55]=[CH:54][CH:53]=5)=[CH:7][N:6]=4)[CH2:9][CH2:10]3)=[CH:16][C:17]2=[O:31])=[CH:22][CH:23]=1)(=[O:29])=[O:28].